This data is from Full USPTO retrosynthesis dataset with 1.9M reactions from patents (1976-2016). The task is: Predict the reactants needed to synthesize the given product. Given the product [NH2:40][C@H:29]([CH2:30][C:31]1[C:39]2[C:34](=[CH:35][CH:36]=[CH:37][CH:38]=2)[NH:33][CH:32]=1)[C:28]([N:25]1[CH2:24][CH2:23][CH:22]([N:13]2[N:12]=[C:11]([C:5]3[CH:6]=[CH:7][C:8]([O:9][CH3:10])=[C:3]([O:2][CH3:1])[CH:4]=3)[C@H:20]3[C@H:15]([CH2:16][CH2:17][CH2:18][CH2:19]3)[C:14]2=[O:21])[CH2:27][CH2:26]1)=[O:48], predict the reactants needed to synthesize it. The reactants are: [CH3:1][O:2][C:3]1[CH:4]=[C:5]([C:11]2[C@H:20]3[C@H:15]([CH2:16][CH2:17][CH2:18][CH2:19]3)[C:14](=[O:21])[N:13]([CH:22]3[CH2:27][CH2:26][N:25]([C:28](=[O:48])[C@H:29]([NH:40]C(=O)OC(C)(C)C)[CH2:30][C:31]4[C:39]5[C:34](=[CH:35][CH:36]=[CH:37][CH:38]=5)[NH:33][CH:32]=4)[CH2:24][CH2:23]3)[N:12]=2)[CH:6]=[CH:7][C:8]=1[O:9][CH3:10].C(=O)(O)[O-].[Na+].